From a dataset of Reaction yield outcomes from USPTO patents with 853,638 reactions. Predict the reaction yield, written as a fraction of the theoretical maximum amount of product (1.0 means a 100% yield; for example, 0.34 means a 34% yield). (1) The reactants are [C:1]([C:4]1[C:8]([Cl:9])=[C:7]([C:10]([OH:12])=O)[NH:6][N:5]=1)(=[O:3])[CH3:2].[NH2:13][C@@H:14]([CH3:30])[CH2:15][N:16]1[CH:20]=[CH:19][C:18]([C:21]2[CH:28]=[CH:27][C:24]([C:25]#[N:26])=[C:23]([Cl:29])[CH:22]=2)=[N:17]1. No catalyst specified. The product is [C:1]([C:4]1[C:8]([Cl:9])=[C:7]([C:10]([NH:13][C@@H:14]([CH3:30])[CH2:15][N:16]2[CH:20]=[CH:19][C:18]([C:21]3[CH:28]=[CH:27][C:24]([C:25]#[N:26])=[C:23]([Cl:29])[CH:22]=3)=[N:17]2)=[O:12])[NH:6][N:5]=1)(=[O:3])[CH3:2]. The yield is 0.308. (2) The reactants are C(N(CC)CC)C.[I-].[CH2:9]([O:11][C:12]([C@@:14]1([NH:19][C:20](N2C=C[N+](C)=C2)=[O:21])[CH2:16][C@H:15]1[CH:17]=[CH2:18])=[O:13])[CH3:10].[CH2:28]([N:34]([CH3:43])[C:35]([C@@H:37]1[CH2:41][C@@H:40]([OH:42])[CH2:39][NH:38]1)=[O:36])[CH2:29][CH2:30][CH2:31][CH:32]=[CH2:33]. The catalyst is C(Cl)Cl. The product is [CH2:9]([O:11][C:12]([C@@:14]1([NH:19][C:20]([N:38]2[CH2:39][C@H:40]([OH:42])[CH2:41][C@H:37]2[C:35](=[O:36])[N:34]([CH2:28][CH2:29][CH2:30][CH2:31][CH:32]=[CH2:33])[CH3:43])=[O:21])[CH2:16][C@@H:15]1[CH:17]=[CH2:18])=[O:13])[CH3:10]. The yield is 0.700. (3) The reactants are [F:1][C:2]1[CH:10]=[CH:9][C:8]([CH:11]2[C:24]3[CH:23]=[CH:22][C:21]4[C:16](=[N:17][CH:18]=[CH:19][CH:20]=4)[C:15]=3[NH:14][S:13](=[O:26])(=[O:25])[N:12]2[CH3:27])=[CH:7][C:3]=1[C:4](O)=[O:5].CN(C(ON1N=NC2C=CC=CC1=2)=[N+](C)C)C.[B-](F)(F)(F)F.[CH3:50][N:51]([CH3:55])[CH2:52][CH2:53][NH2:54].CCN(C(C)C)C(C)C. The catalyst is C(Cl)Cl. The product is [CH3:50][N:51]([CH3:55])[CH2:52][CH2:53][NH:54][C:4](=[O:5])[C:3]1[CH:7]=[C:8]([CH:11]2[C:24]3[CH:23]=[CH:22][C:21]4[C:16](=[N:17][CH:18]=[CH:19][CH:20]=4)[C:15]=3[NH:14][S:13](=[O:26])(=[O:25])[N:12]2[CH3:27])[CH:9]=[CH:10][C:2]=1[F:1]. The yield is 0.140. (4) The reactants are [CH2:1]([C:3]1[S:7][C:6]([CH:8]=O)=[CH:5][CH:4]=1)[CH3:2].Cl.[C:11]([O:15][C:16](=[O:20])[CH2:17][CH2:18][NH2:19])([CH3:14])([CH3:13])[CH3:12].C(O[BH-](OC(=O)C)OC(=O)C)(=O)C.[Na+].C(=O)(O)[O-].[Na+]. The catalyst is C(Cl)Cl. The product is [C:11]([O:15][C:16](=[O:20])[CH2:17][CH2:18][NH:19][CH2:8][C:6]1[S:7][C:3]([CH2:1][CH3:2])=[CH:4][CH:5]=1)([CH3:14])([CH3:13])[CH3:12]. The yield is 0.326.